This data is from Full USPTO retrosynthesis dataset with 1.9M reactions from patents (1976-2016). The task is: Predict the reactants needed to synthesize the given product. (1) Given the product [CH:9]([OH:10])=[O:51].[N:48]1([CH2:2][C:3]2[N:8]=[C:7]([C:9]([NH:11][C:12]3[CH:20]=[C:19]([C:21]4[CH:22]=[C:23]5[CH:29]=[N:28][NH:27][C:24]5=[N:25][CH:26]=4)[CH:18]=[C:17]4[C:13]=3[CH:14]=[N:15][NH:16]4)=[O:10])[CH:6]=[CH:5][CH:4]=2)[CH2:53][CH2:52][O:51][CH2:50][CH2:49]1, predict the reactants needed to synthesize it. The reactants are: Cl[CH2:2][C:3]1[N:8]=[C:7]([C:9]([NH:11][C:12]2[CH:20]=[C:19]([C:21]3[CH:22]=[C:23]4[CH:29]=[N:28][N:27](S(C5C=CC=CC=5)(=O)=O)[C:24]4=[N:25][CH:26]=3)[CH:18]=[C:17]3[C:13]=2[CH:14]=[N:15][N:16]3S(C2C=CC=CC=2)(=O)=O)=[O:10])[CH:6]=[CH:5][CH:4]=1.[NH:48]1[CH2:53][CH2:52][O:51][CH2:50][CH2:49]1.CCN(C(C)C)C(C)C.[I-].[Na+].C[Si](C)(C)[O-].[K+]. (2) Given the product [F:1][C:2]1[CH:7]=[C:6]([F:8])[CH:5]=[CH:4][C:3]=1[C:9]1[O:13][N:12]=[CH:11][C:10]=1[CH2:14][CH2:15][C:16]([O:18][CH3:24])=[O:17], predict the reactants needed to synthesize it. The reactants are: [F:1][C:2]1[CH:7]=[C:6]([F:8])[CH:5]=[CH:4][C:3]=1[C:9]1[O:13][N:12]=[CH:11][C:10]=1[CH2:14][CH2:15][C:16]([OH:18])=[O:17].S(=O)(=O)(O)O.[CH3:24]O. (3) Given the product [Cl:1][C:2]1[CH:7]=[C:6]2[C:5](=[C:4]([O:14][CH3:15])[CH:3]=1)[S:8][CH2:9][CH2:10][C:11]2=[O:13], predict the reactants needed to synthesize it. The reactants are: [Cl:1][C:2]1[CH:7]=[CH:6][C:5]([S:8][CH2:9][CH2:10][C:11]([OH:13])=O)=[C:4]([O:14][CH3:15])[CH:3]=1.[B-](F)(F)(F)[O+](C)C.FC(F)(F)C(OC(=O)C(F)(F)F)=O. (4) Given the product [Cl:8][C:6]1[CH:5]=[C:4]([C@H:9]2[O:13][C:12](=[O:14])[N:11]([CH2:45][C:38]3[C:37]([C:21]4[CH:22]=[C:23]([C:26]5[CH:31]=[CH:30][C:29]([C:32]([O:34][CH3:35])=[O:33])=[CH:28][C:27]=5[CH3:36])[CH:24]=[CH:25][C:20]=4[O:19][CH3:18])=[CH:42][N:41]=[C:40]([S:43][CH3:44])[N:39]=3)[C@H:10]2[CH3:15])[CH:3]=[C:2]([Cl:1])[CH:7]=1, predict the reactants needed to synthesize it. The reactants are: [Cl:1][C:2]1[CH:3]=[C:4]([C@H:9]2[O:13][C:12](=[O:14])[NH:11][C@H:10]2[CH3:15])[CH:5]=[C:6]([Cl:8])[CH:7]=1.[H-].[Na+].[CH3:18][O:19][C:20]1[CH:25]=[CH:24][C:23]([C:26]2[CH:31]=[CH:30][C:29]([C:32]([O:34][CH3:35])=[O:33])=[CH:28][C:27]=2[CH3:36])=[CH:22][C:21]=1[C:37]1[C:38]([CH2:45]OS(C)(=O)=O)=[N:39][C:40]([S:43][CH3:44])=[N:41][CH:42]=1. (5) Given the product [Br:1][C:2]1[C:3]([N:21]2[CH2:26][CH2:25][CH2:24][C@@H:23]([NH:27][C:28](=[O:34])[O:29][C:30]([CH3:32])([CH3:31])[CH3:33])[CH2:22]2)=[C:4]2[C:10]([NH:11][C:12]([C:14]3[CH:18]=[C:17]([CH3:19])[O:16][N:15]=3)=[O:13])=[CH:9][NH:8][C:5]2=[N:6][CH:7]=1, predict the reactants needed to synthesize it. The reactants are: [Br:1][C:2]1[C:3](F)=[C:4]2[C:10]([NH:11][C:12]([C:14]3[CH:18]=[C:17]([CH3:19])[O:16][N:15]=3)=[O:13])=[CH:9][NH:8][C:5]2=[N:6][CH:7]=1.[NH:21]1[CH2:26][CH2:25][CH2:24][C@@H:23]([NH:27][C:28](=[O:34])[O:29][C:30]([CH3:33])([CH3:32])[CH3:31])[CH2:22]1. (6) Given the product [Cl:1][C:2]1[C:7]([Cl:8])=[CH:6][CH:5]=[CH:4][C:3]=1[CH:9]1[CH2:14][CH2:13][N:12]([CH2:22][CH3:23])[CH2:11][CH2:10]1, predict the reactants needed to synthesize it. The reactants are: [Cl:1][C:2]1[C:7]([Cl:8])=[CH:6][CH:5]=[CH:4][C:3]=1[CH:9]1[CH2:14][CH2:13][NH:12][CH2:11][CH2:10]1.C(=O)([O-])[O-].[K+].[K+].I[CH2:22][CH3:23].